This data is from Forward reaction prediction with 1.9M reactions from USPTO patents (1976-2016). The task is: Predict the product of the given reaction. (1) Given the reactants [CH3:1][O:2][C:3]1[CH:25]=[CH:24][C:6]([O:7][C:8]2[CH:14]=[C:13]([O:15][C:16]3[CH:21]=[CH:20][C:19]([O:22][CH3:23])=[CH:18][CH:17]=3)[CH:12]=[CH:11][C:9]=2[NH2:10])=[CH:5][CH:4]=1.[C:26]([N:33]1[CH2:39][CH2:38][CH2:37][C@H:34]1[CH:35]=O)([O:28][C:29]([CH3:32])([CH3:31])[CH3:30])=[O:27].CC(O)=O.[BH-](OC(C)=O)(OC(C)=O)OC(C)=O.[Na+], predict the reaction product. The product is: [C:29]([O:28][C:26]([N:33]1[CH2:39][CH2:38][CH2:37][C@H:34]1[CH2:35][NH:10][C:9]1[CH:11]=[CH:12][C:13]([O:15][C:16]2[CH:21]=[CH:20][C:19]([O:22][CH3:23])=[CH:18][CH:17]=2)=[CH:14][C:8]=1[O:7][C:6]1[CH:24]=[CH:25][C:3]([O:2][CH3:1])=[CH:4][CH:5]=1)=[O:27])([CH3:32])([CH3:30])[CH3:31]. (2) Given the reactants [NH2:1][C@H:2]([C:25]1[CH:30]=[CH:29][CH:28]=[CH:27][C:26]=1[Cl:31])[C:3]1[S:4][C:5]2[C:11]([C:12]3[CH:17]=[C:16]([C@:18]([OH:24])([CH3:23])[C:19]([F:22])([F:21])[F:20])[CH:15]=[CH:14][N:13]=3)=[CH:10][CH:9]=[CH:8][C:6]=2[CH:7]=1.[O:32]1[C:38]2[CH:39]=[CH:40][C:41]([S:43](Cl)(=[O:45])=[O:44])=[CH:42][C:37]=2[O:36][CH2:35][CH2:34][CH2:33]1.C(N(C(C)C)C(C)C)C, predict the reaction product. The product is: [Cl:31][C:26]1[CH:27]=[CH:28][CH:29]=[CH:30][C:25]=1[C@H:2]([C:3]1[S:4][C:5]2[C:11]([C:12]3[CH:17]=[C:16]([C@:18]([OH:24])([CH3:23])[C:19]([F:20])([F:21])[F:22])[CH:15]=[CH:14][N:13]=3)=[CH:10][CH:9]=[CH:8][C:6]=2[CH:7]=1)[NH:1][S:43]([C:41]1[CH:40]=[CH:39][C:38]2[O:32][CH2:33][CH2:34][CH2:35][O:36][C:37]=2[CH:42]=1)(=[O:44])=[O:45]. (3) Given the reactants [CH2:1]1[CH:5]2[CH:6]3[CH:10]=[CH:9][CH:8]([CH:4]2[CH:3]=[CH:2]1)[CH2:7]3.[C:11]1(=[O:17])[O:16][C:14](=[O:15])[CH:13]=[CH:12]1, predict the reaction product. The product is: [CH:6]12[CH2:7][CH:8]([CH:9]=[CH:10]1)[CH:4]1[CH:5]2[CH:1]2[CH2:2][CH:3]1[CH:12]1[C:11]([O:16][C:14](=[O:15])[CH:13]21)=[O:17]. (4) Given the reactants [C:1]([C:3]1[CH:8]=[N:7][C:6]([NH:9][C@H:10]2[CH2:15][CH2:14][CH2:13][N:12](C(OC(C)(C)C)=O)[CH2:11]2)=[C:5]2[S:23][C:24]([C:26]3[CH:31]=[CH:30][CH:29]=[C:28]([F:32])[CH:27]=3)=[CH:25][C:4]=12)#[N:2].[OH-:33].[Na+], predict the reaction product. The product is: [F:32][C:28]1[CH:27]=[C:26]([C:24]2[S:23][C:5]3[C:6]([NH:9][C@H:10]4[CH2:15][CH2:14][CH2:13][NH:12][CH2:11]4)=[N:7][CH:8]=[C:3]([C:1]([NH2:2])=[O:33])[C:4]=3[CH:25]=2)[CH:31]=[CH:30][CH:29]=1.